Predict the product of the given reaction. From a dataset of Forward reaction prediction with 1.9M reactions from USPTO patents (1976-2016). (1) Given the reactants [CH3:1][C:2]1[S:7](=[O:9])(=[O:8])[C:6]2[CH:10]=[CH:11][CH:12]=[CH:13][C:5]=2[O:4][C:3]=1[C:14]1[CH:19]=[CH:18][C:17]([OH:20])=[CH:16][CH:15]=1.O[CH2:22][CH2:23][CH2:24][N:25]1[CH2:29][CH2:28][CH2:27][CH2:26]1, predict the reaction product. The product is: [CH3:1][C:2]1[S:7](=[O:9])(=[O:8])[C:6]2[CH:10]=[CH:11][CH:12]=[CH:13][C:5]=2[O:4][C:3]=1[C:14]1[CH:15]=[CH:16][C:17]([O:20][CH2:22][CH2:23][CH2:24][N:25]2[CH2:29][CH2:28][CH2:27][CH2:26]2)=[CH:18][CH:19]=1. (2) Given the reactants [CH3:1][O:2][C:3]1[CH:4]=[C:5]([CH:9]([NH2:11])[CH3:10])[CH:6]=[CH:7][CH:8]=1.[Cl:12][C:13]1[CH:18]=[CH:17][C:16]([C:19]2[O:23][N:22]=[CH:21][C:20]=2[CH2:24][CH2:25][C:26](O)=[O:27])=[CH:15][CH:14]=1.O.ON1C2C=CC=CC=2N=N1.Cl.C(N=C=NCCCN(C)C)C, predict the reaction product. The product is: [CH3:1][O:2][C:3]1[CH:4]=[C:5]([CH:9]([NH:11][C:26](=[O:27])[CH2:25][CH2:24][C:20]2[CH:21]=[N:22][O:23][C:19]=2[C:16]2[CH:17]=[CH:18][C:13]([Cl:12])=[CH:14][CH:15]=2)[CH3:10])[CH:6]=[CH:7][CH:8]=1. (3) Given the reactants Cl[C:2]1[C:7]([C:8]([O:10][CH3:11])=[O:9])=[CH:6][N:5]=[C:4]([CH3:12])[CH:3]=1.[Cl:13][C:14]1[CH:19]=[CH:18][C:17](B(O)O)=[C:16]([F:23])[CH:15]=1.C([O-])([O-])=O.[Cs+].[Cs+], predict the reaction product. The product is: [Cl:13][C:14]1[CH:19]=[CH:18][C:17]([C:2]2[C:7]([C:8]([O:10][CH3:11])=[O:9])=[CH:6][N:5]=[C:4]([CH3:12])[CH:3]=2)=[C:16]([F:23])[CH:15]=1. (4) The product is: [OH:1][C:2]1[C:3]([O:30][CH3:31])=[CH:4][C:5]([CH:11]2[C:16]([C:17]3[CH:18]=[CH:19][CH:20]=[CH:21][CH:22]=3)=[C:15]([C:23]3[CH:28]=[CH:27][CH:26]=[CH:25][CH:24]=3)[NH:14][C:13](=[O:29])[NH:12]2)=[CH:6][C:7]=1[NH:8][S:41]([CH3:44])(=[O:43])=[O:42]. Given the reactants [OH:1][C:2]1[C:7]([N+:8]([O-])=O)=[CH:6][C:5]([CH:11]2[C:16]([C:17]3[CH:22]=[CH:21][CH:20]=[CH:19][CH:18]=3)=[C:15]([C:23]3[CH:28]=[CH:27][CH:26]=[CH:25][CH:24]=3)[NH:14][C:13](=[O:29])[NH:12]2)=[CH:4][C:3]=1[O:30][CH3:31].[NH4+].[Cl-].CCN(CC)CC.[S:41](Cl)([CH3:44])(=[O:43])=[O:42], predict the reaction product. (5) The product is: [CH2:16]([O:23][C:24]1[CH:29]=[CH:28][N:27]=[C:26]([Cl:15])[CH:25]=1)[C:17]1[CH:22]=[CH:21][CH:20]=[CH:19][CH:18]=1. Given the reactants C(OC1C([Cl:15])=NC=CC=1)C1C=CC=CC=1.[CH2:16]([O:23][C:24]1[CH:29]=[CH:28][NH:27][C:26](=O)[CH:25]=1)[C:17]1[CH:22]=[CH:21][CH:20]=[CH:19][CH:18]=1.P(Cl)(Cl)(Cl)=O, predict the reaction product. (6) Given the reactants O=C1CCC(=O)N1O[C:9](=[O:29])[CH:10]([NH:21][C:22]([O:24][C:25]([CH3:28])([CH3:27])[CH3:26])=[O:23])[CH2:11][C:12]1[CH:17]=[C:16]([I:18])[C:15]([OH:19])=[C:14]([I:20])[CH:13]=1.[NH2:30][CH2:31][C:32]#[N:33].CN1CCOCC1, predict the reaction product. The product is: [C:25]([O:24][C:22](=[O:23])[NH:21][CH:10]([C:9](=[O:29])[NH:33][CH2:32][C:31]#[N:30])[CH2:11][C:12]1[CH:13]=[C:14]([I:20])[C:15]([OH:19])=[C:16]([I:18])[CH:17]=1)([CH3:26])([CH3:27])[CH3:28]. (7) Given the reactants Br[C:2]1[S:3][C:4]([C:7]2[CH:12]=[CH:11][C:10]([O:13][CH:14]([CH3:16])[CH3:15])=[C:9]([C:17]([F:20])([F:19])[F:18])[CH:8]=2)=[N:5][N:6]=1.[CH2:21]([C:23]1[C:30](B2OC(C)(C)C(C)(C)O2)=[CH:29][CH:28]=[CH:27][C:24]=1[CH:25]=[O:26])[CH3:22].P([O-])([O-])([O-])=O.[K+].[K+].[K+], predict the reaction product. The product is: [CH2:21]([C:23]1[C:30]([C:2]2[S:3][C:4]([C:7]3[CH:12]=[CH:11][C:10]([O:13][CH:14]([CH3:16])[CH3:15])=[C:9]([C:17]([F:20])([F:19])[F:18])[CH:8]=3)=[N:5][N:6]=2)=[CH:29][CH:28]=[CH:27][C:24]=1[CH:25]=[O:26])[CH3:22]. (8) Given the reactants [CH3:1][C:2]([O:5][C:6]([N:8]([CH3:23])[C@H:9]([C:19]([O:21]C)=[O:20])[CH2:10][C:11]1[CH:16]=[CH:15][C:14]([O:17][CH3:18])=[CH:13][CH:12]=1)=[O:7])([CH3:4])[CH3:3].[OH-].[Na+], predict the reaction product. The product is: [CH3:4][C:2]([O:5][C:6]([N:8]([CH3:23])[C@H:9]([C:19]([OH:21])=[O:20])[CH2:10][C:11]1[CH:12]=[CH:13][C:14]([O:17][CH3:18])=[CH:15][CH:16]=1)=[O:7])([CH3:1])[CH3:3]. (9) Given the reactants C(OC([NH:8][CH2:9][C:10]([NH:12][CH2:13][CH2:14][C:15]([O:17][CH2:18][CH3:19])=[O:16])=[O:11])=O)(C)(C)C.[ClH:20].CO, predict the reaction product. The product is: [ClH:20].[NH2:8][CH2:9][C:10]([NH:12][CH2:13][CH2:14][C:15]([O:17][CH2:18][CH3:19])=[O:16])=[O:11]. (10) Given the reactants [Cl:1][C:2]1[CH2:6][CH:5]([C:7]([O:9][CH3:10])=[O:8])[N:4]([C:11]2[CH:12]=[N:13][CH:14]=[CH:15][CH:16]=2)[N:3]=1.O.[N+]([O-])([O-])=O.[Ce+4].[NH4+].[NH4+].[N+]([O-])([O-])=O.[N+]([O-])([O-])=O.[N+]([O-])([O-])=O.[N+]([O-])([O-])=O.[N+]([O-])([O-])=O, predict the reaction product. The product is: [Cl:1][C:2]1[CH:6]=[C:5]([C:7]([O:9][CH3:10])=[O:8])[N:4]([C:11]2[CH:12]=[N:13][CH:14]=[CH:15][CH:16]=2)[N:3]=1.